The task is: Binary Classification. Given a drug SMILES string, predict its activity (active/inactive) in a high-throughput screening assay against a specified biological target.. This data is from Orexin1 receptor HTS with 218,158 compounds and 233 confirmed actives. (1) The compound is S(=O)(=O)(N1N=C(CC1c1ccc(cc1)CC)c1occc1)C. The result is 0 (inactive). (2) The drug is O=C(N\N=C(\Cc1ccccc1)C)CNC(=O)/C=C\c1ccccc1. The result is 0 (inactive). (3) The drug is o1c(c2n(c3c(cccc3)C)c(=O)c3c(n2)cccc3)ccc1. The result is 0 (inactive). (4) The drug is s1c(NC(=O)c2sccc2)c(c(c2cc(OC)c(OC)cc2)c1)C(O)=O. The result is 0 (inactive). (5) The result is 0 (inactive). The drug is s1c(NC(=O)Cc2ccccc2)nnc1c1occc1. (6) The molecule is S(=O)(=O)(NCC(=O)N(CC1OCCC1)CC(=O)NC1CCCCC1)c1ccc(F)cc1. The result is 0 (inactive). (7) The compound is S(=O)(=O)(N(CC(=O)NCC(C)C)c1c(OC)cccc1)c1sccc1. The result is 0 (inactive).